Dataset: NCI-60 drug combinations with 297,098 pairs across 59 cell lines. Task: Regression. Given two drug SMILES strings and cell line genomic features, predict the synergy score measuring deviation from expected non-interaction effect. (1) Drug 1: C1CCC(CC1)NC(=O)N(CCCl)N=O. Drug 2: CC1=C(C=C(C=C1)C(=O)NC2=CC(=CC(=C2)C(F)(F)F)N3C=C(N=C3)C)NC4=NC=CC(=N4)C5=CN=CC=C5. Cell line: SN12C. Synergy scores: CSS=3.84, Synergy_ZIP=-2.21, Synergy_Bliss=-4.38, Synergy_Loewe=-5.12, Synergy_HSA=-5.94. (2) Drug 1: C1CN1C2=NC(=NC(=N2)N3CC3)N4CC4. Drug 2: B(C(CC(C)C)NC(=O)C(CC1=CC=CC=C1)NC(=O)C2=NC=CN=C2)(O)O. Cell line: UO-31. Synergy scores: CSS=34.5, Synergy_ZIP=-3.39, Synergy_Bliss=-1.14, Synergy_Loewe=-4.91, Synergy_HSA=0.323. (3) Drug 1: C1=C(C(=O)NC(=O)N1)N(CCCl)CCCl. Drug 2: C1=CC(=CC=C1CCCC(=O)O)N(CCCl)CCCl. Cell line: HT29. Synergy scores: CSS=0.128, Synergy_ZIP=-12.8, Synergy_Bliss=-29.3, Synergy_Loewe=-32.3, Synergy_HSA=-26.8. (4) Drug 1: CCC1(CC2CC(C3=C(CCN(C2)C1)C4=CC=CC=C4N3)(C5=C(C=C6C(=C5)C78CCN9C7C(C=CC9)(C(C(C8N6C=O)(C(=O)OC)O)OC(=O)C)CC)OC)C(=O)OC)O.OS(=O)(=O)O. Drug 2: C1C(C(OC1N2C=NC(=NC2=O)N)CO)O. Cell line: NCIH23. Synergy scores: CSS=9.97, Synergy_ZIP=-3.96, Synergy_Bliss=-4.86, Synergy_Loewe=-3.51, Synergy_HSA=-2.47. (5) Drug 1: COC1=C(C=C2C(=C1)N=CN=C2NC3=CC(=C(C=C3)F)Cl)OCCCN4CCOCC4. Drug 2: C(=O)(N)NO. Cell line: NCIH23. Synergy scores: CSS=19.2, Synergy_ZIP=-1.39, Synergy_Bliss=1.29, Synergy_Loewe=-14.4, Synergy_HSA=1.82. (6) Cell line: HCT-15. Drug 1: C1=CN(C(=O)N=C1N)C2C(C(C(O2)CO)O)O.Cl. Drug 2: COC1=NC(=NC2=C1N=CN2C3C(C(C(O3)CO)O)O)N. Synergy scores: CSS=0.285, Synergy_ZIP=-1.29, Synergy_Bliss=-2.12, Synergy_Loewe=-2.22, Synergy_HSA=-2.21. (7) Drug 1: C1CCC(CC1)NC(=O)N(CCCl)N=O. Drug 2: C1C(C(OC1N2C=NC(=NC2=O)N)CO)O. Cell line: SK-MEL-2. Synergy scores: CSS=35.7, Synergy_ZIP=-4.91, Synergy_Bliss=4.82, Synergy_Loewe=3.47, Synergy_HSA=6.10. (8) Drug 1: CCCCCOC(=O)NC1=NC(=O)N(C=C1F)C2C(C(C(O2)C)O)O. Drug 2: CC1C(C(CC(O1)OC2CC(CC3=C2C(=C4C(=C3O)C(=O)C5=C(C4=O)C(=CC=C5)OC)O)(C(=O)CO)O)N)O.Cl. Cell line: SF-295. Synergy scores: CSS=24.8, Synergy_ZIP=-1.69, Synergy_Bliss=0.0116, Synergy_Loewe=-33.6, Synergy_HSA=-2.70. (9) Drug 1: CS(=O)(=O)OCCCCOS(=O)(=O)C. Cell line: K-562. Synergy scores: CSS=34.8, Synergy_ZIP=1.21, Synergy_Bliss=0.545, Synergy_Loewe=4.61, Synergy_HSA=10.4. Drug 2: C1C(C(OC1N2C=NC(=NC2=O)N)CO)O.